From a dataset of Forward reaction prediction with 1.9M reactions from USPTO patents (1976-2016). Predict the product of the given reaction. Given the reactants [CH2:1]1[O:17][C:16]2[C:3](=[CH:4][C:5]3[CH:6]=[C:7]([C:26]([N:28]4[CH2:35][CH2:34][CH2:33][C@H:29]4[C:30]([OH:32])=[O:31])=[O:27])[C:8]4[C:13]([C:14]=3[CH:15]=2)=[CH:12][C:11]([O:18]CC2C=CC=CC=2)=[CH:10][CH:9]=4)[O:2]1.N, predict the reaction product. The product is: [CH2:1]1[O:17][C:16]2[C:3](=[CH:4][C:5]3[CH:6]=[C:7]([C:26]([N:28]4[CH2:35][CH2:34][CH2:33][C@H:29]4[C:30]([OH:32])=[O:31])=[O:27])[C:8]4[C:13]([C:14]=3[CH:15]=2)=[CH:12][C:11]([OH:18])=[CH:10][CH:9]=4)[O:2]1.